From a dataset of Peptide-MHC class II binding affinity with 134,281 pairs from IEDB. Regression. Given a peptide amino acid sequence and an MHC pseudo amino acid sequence, predict their binding affinity value. This is MHC class II binding data. The peptide sequence is TSWFYDNDNPYRTWH. The MHC is HLA-DQA10201-DQB10303 with pseudo-sequence HLA-DQA10201-DQB10303. The binding affinity (normalized) is 0.